Dataset: Reaction yield outcomes from USPTO patents with 853,638 reactions. Task: Predict the reaction yield, written as a fraction of the theoretical maximum amount of product (1.0 means a 100% yield; for example, 0.34 means a 34% yield). (1) The product is [CH2:6]1[C:10]2=[C:11]([CH:27]=[O:28])[C:12]3[CH:13]=[CH:14][CH:15]=[N:16][C:17]=3[N:9]2[CH2:8][CH2:7]1. The yield is 0.460. The reactants are P(Cl)(Cl)(Cl)=O.[CH2:6]1[C:10]2=[CH:11][C:12]3[CH:13]=[CH:14][CH:15]=[N:16][C:17]=3[N:9]2[CH2:8][CH2:7]1.[OH-].[Na+].CC1C=CC([CH2:27][O:28]C(NNC(C2C=NC=CN=2)=O)=O)=CC=1. The catalyst is CN(C)C=O. (2) The reactants are [C:1]([N:5]1[CH2:10][CH2:9][CH:8]([C:11]([O:13]CC2C=CC=CC=2)=[O:12])[CH2:7][CH2:6]1)(=[O:4])[CH2:2][OH:3].[H][H]. The catalyst is CCO.[Pd].[C]. The product is [C:1]([N:5]1[CH2:10][CH2:9][CH:8]([C:11]([OH:13])=[O:12])[CH2:7][CH2:6]1)(=[O:4])[CH2:2][OH:3]. The yield is 0.930. (3) The reactants are [H-].[Na+].[Cl:3][C:4]1[CH:9]=[CH:8][C:7]([OH:10])=[C:6]([N+:11]([O-:13])=[O:12])[CH:5]=1.Br[CH2:15][CH2:16][CH2:17][O:18][CH3:19]. The catalyst is CN(C)C=O. The product is [Cl:3][C:4]1[CH:9]=[CH:8][C:7]([O:10][CH2:15][CH2:16][CH2:17][O:18][CH3:19])=[C:6]([N+:11]([O-:13])=[O:12])[CH:5]=1. The yield is 0.640. (4) The reactants are C[Si](C)(C)CCOC[N:7]1[C:11]2[N:12]=[CH:13][N:14]=[C:15]([C:16]3[CH:17]=[N:18][N:19]([CH:21]4[CH2:26][CH2:25][CH2:24][CH:23]([CH2:27][C:28]#[N:29])[CH2:22]4)[CH:20]=3)[C:10]=2[CH:9]=[CH:8]1.[C:32]([OH:38])([C:34]([F:37])([F:36])[F:35])=[O:33].C(N)CN. The catalyst is C(Cl)Cl. The product is [F:35][C:34]([F:37])([F:36])[C:32]([OH:38])=[O:33].[N:12]1[C:11]2[NH:7][CH:8]=[CH:9][C:10]=2[C:15]([C:16]2[CH:17]=[N:18][N:19]([CH:21]3[CH2:26][CH2:25][CH2:24][CH:23]([CH2:27][C:28]#[N:29])[CH2:22]3)[CH:20]=2)=[N:14][CH:13]=1. The yield is 0.830. (5) The catalyst is CN(C=O)C. The reactants are [OH:1][C:2]1[CH:3]=[C:4]([CH:7]=[CH:8][CH:9]=1)[CH:5]=[O:6].[H-].[Na+].Cl[CH2:13][CH:14]1[CH2:16][O:15]1. The product is [O:15]1[CH2:16][CH:14]1[CH2:13][O:1][C:2]1[CH:3]=[C:4]([CH:7]=[CH:8][CH:9]=1)[CH:5]=[O:6]. The yield is 0.750.